From a dataset of Full USPTO retrosynthesis dataset with 1.9M reactions from patents (1976-2016). Predict the reactants needed to synthesize the given product. (1) Given the product [CH3:1][C:2]1[S:3][C:4]([C:8]([N:47]2[CH2:48][C:42]3([CH3:41])[CH2:49][CH:46]2[CH2:45][C:44]([CH3:51])([CH3:50])[CH2:43]3)=[O:10])=[C:5]([CH3:7])[N:6]=1, predict the reactants needed to synthesize it. The reactants are: [CH3:1][C:2]1[S:3][C:4]([C:8]([OH:10])=O)=[C:5]([CH3:7])[N:6]=1.C1C=CC2N(O)N=NC=2C=1.CCN=C=NCCCN(C)C.C(N(C(C)C)CC)(C)C.[CH3:41][C:42]12[CH2:49][CH:46]([NH:47][CH2:48]1)[CH2:45][C:44]([CH3:51])([CH3:50])[CH2:43]2. (2) Given the product [F:22][C:23]([F:36])([F:35])[S:24]([O:1][C:2]1[CH:3]=[CH:4][CH:5]=[C:6]2[C:11]=1[CH:10]=[C:9]([C:12]([O:14][CH3:15])=[O:13])[CH:8]=[CH:7]2)(=[O:26])=[O:25], predict the reactants needed to synthesize it. The reactants are: [OH:1][C:2]1[CH:3]=[CH:4][CH:5]=[C:6]2[C:11]=1[CH:10]=[C:9]([C:12]([O:14][CH3:15])=[O:13])[CH:8]=[CH:7]2.N1C=CC=CC=1.[F:22][C:23]([F:36])([F:35])[S:24](O[S:24]([C:23]([F:36])([F:35])[F:22])(=[O:26])=[O:25])(=[O:26])=[O:25].C(OCC)C. (3) Given the product [ClH:42].[CH3:33][C@H:29]1[CH2:30][CH2:31][CH2:32][N:28]1[C@H:25]1[CH2:26][CH2:27][N:23]([C:20]2[CH:19]=[CH:18][C:17]([CH2:16][C:15]([NH:14][CH:11]3[CH2:10][CH2:9][NH:8][CH2:13][CH2:12]3)=[O:34])=[CH:22][CH:21]=2)[CH2:24]1, predict the reactants needed to synthesize it. The reactants are: C(OC([N:8]1[CH2:13][CH2:12][CH:11]([NH:14][C:15](=[O:34])[CH2:16][C:17]2[CH:22]=[CH:21][C:20]([N:23]3[CH2:27][CH2:26][C@H:25]([N:28]4[CH2:32][CH2:31][CH2:30][C@@H:29]4[CH3:33])[CH2:24]3)=[CH:19][CH:18]=2)[CH2:10][CH2:9]1)=O)(C)(C)C.C1(S)C=CC=CC=1.[ClH:42]. (4) Given the product [CH2:16]([N:15]([CH3:14])[S:10]([C:5]1[CH:6]=[CH:7][CH:8]=[CH:9][C:4]=1[N+:1]([O-:3])=[O:2])(=[O:12])=[O:11])[CH3:17], predict the reactants needed to synthesize it. The reactants are: [N+:1]([C:4]1[CH:9]=[CH:8][CH:7]=[CH:6][C:5]=1[S:10](Cl)(=[O:12])=[O:11])([O-:3])=[O:2].[CH3:14][NH:15][CH2:16][CH3:17].C(Cl)(Cl)Cl.C(N(CC)CC)C. (5) Given the product [CH3:26][C:23]1[C:22]([CH2:27][S:28][CH2:29][CH2:30][C:31]2[CH:32]=[CH:33][CH:34]=[CH:35][CH:36]=2)=[C:21]([C:18]2[CH:19]=[CH:20][C:15]([C:12]3[CH:11]=[CH:10][C:9]([C:6]4([C:4]([OH:5])=[O:3])[CH2:7][CH2:8]4)=[CH:14][CH:13]=3)=[CH:16][CH:17]=2)[O:25][N:24]=1, predict the reactants needed to synthesize it. The reactants are: C([O:3][C:4]([C:6]1([C:9]2[CH:14]=[CH:13][C:12]([C:15]3[CH:20]=[CH:19][C:18]([C:21]4[O:25][N:24]=[C:23]([CH3:26])[C:22]=4[CH2:27][S:28][CH2:29][CH2:30][C:31]4[CH:36]=[CH:35][CH:34]=[CH:33][CH:32]=4)=[CH:17][CH:16]=3)=[CH:11][CH:10]=2)[CH2:8][CH2:7]1)=[O:5])C.[OH-].[Li+]. (6) Given the product [Br:20][C:17]1[CH:18]=[CH:19][C:14]([S:13][CH2:12][C:11]([NH:10][C:9]2[C:5]([C:3]([OH:4])=[O:2])=[N:6][N:7]([CH2:22][CH2:23][C:24]3[CH:29]=[CH:28][CH:27]=[CH:26][CH:25]=3)[CH:8]=2)=[O:21])=[CH:15][CH:16]=1, predict the reactants needed to synthesize it. The reactants are: C[O:2][C:3]([C:5]1[C:9]([NH:10][C:11](=[O:21])[CH2:12][S:13][C:14]2[CH:19]=[CH:18][C:17]([Br:20])=[CH:16][CH:15]=2)=[CH:8][N:7]([CH2:22][CH2:23][C:24]2[CH:29]=[CH:28][CH:27]=[CH:26][CH:25]=2)[N:6]=1)=[O:4].[OH-].[Na+].Cl. (7) The reactants are: [Br:1][C:2]1[CH:3]=[C:4]2[C:8](=[CH:9][CH:10]=1)[NH:7][N:6]=[C:5]2[CH:11]1[CH2:14][CH2:13][CH2:12]1.[H-].[Na+].I[CH2:18][CH3:19]. Given the product [Br:1][C:2]1[CH:3]=[C:4]2[C:8](=[CH:9][CH:10]=1)[N:7]([CH2:18][CH3:19])[N:6]=[C:5]2[CH:11]1[CH2:14][CH2:13][CH2:12]1, predict the reactants needed to synthesize it. (8) Given the product [O:12]1[CH:10]([CH2:11][O:5][CH2:18][CH2:17][CH2:16][S:20]([O-:22])(=[O:21])=[O:19])[CH2:9][O:8][C:7]2=[CH:13][S:14][CH:15]=[C:6]12.[Na+:2], predict the reactants needed to synthesize it. The reactants are: [H-].[Na+:2].CO.[O:5]1[CH2:11][CH:10]([OH:12])[CH2:9][O:8][C:7]2=[CH:13][S:14][CH:15]=[C:6]12.[CH2:16]1[S:20](=[O:22])(=[O:21])[O:19][CH2:18][CH2:17]1.